This data is from Peptide-MHC class II binding affinity with 134,281 pairs from IEDB. The task is: Regression. Given a peptide amino acid sequence and an MHC pseudo amino acid sequence, predict their binding affinity value. This is MHC class II binding data. (1) The peptide sequence is SFFELDRWEKIRLRPGGK. The MHC is DRB1_1101 with pseudo-sequence DRB1_1101. The binding affinity (normalized) is 0.427. (2) The peptide sequence is SNLLRAIEAQQHLLQLTVWGIKQL. The MHC is HLA-DQA10101-DQB10501 with pseudo-sequence HLA-DQA10101-DQB10501. The binding affinity (normalized) is 0.462.